From a dataset of Forward reaction prediction with 1.9M reactions from USPTO patents (1976-2016). Predict the product of the given reaction. (1) Given the reactants [C:1]([OH:5])(=[O:4])[CH2:2][OH:3].C([O-])([O-])=O.[Cs+].[Cs+].Br[CH2:13][C:14]([C:16]1[CH:21]=[CH:20][C:19]([CH2:22][CH2:23][CH2:24][CH2:25][CH2:26][CH2:27][CH2:28][CH2:29][CH2:30][CH2:31][CH2:32][CH3:33])=[CH:18][CH:17]=1)=[O:15], predict the reaction product. The product is: [OH:3][CH2:2][C:1]([O:5][CH2:13][C:14]([C:16]1[CH:21]=[CH:20][C:19]([CH2:22][CH2:23][CH2:24][CH2:25][CH2:26][CH2:27][CH2:28][CH2:29][CH2:30][CH2:31][CH2:32][CH3:33])=[CH:18][CH:17]=1)=[O:15])=[O:4]. (2) Given the reactants [I:1][C:2]1[CH:7]=[CH:6][C:5]([N:8]2[CH:13]=[C:12]([O:14][CH3:15])[C:11](=[O:16])[C:10]([C:17](N(OC)C)=[O:18])=[N:9]2)=[C:4]([O:23][CH3:24])[CH:3]=1.O1CCC[CH2:26]1.C[Mg]Br.Cl, predict the reaction product. The product is: [C:17]([C:10]1[C:11](=[O:16])[C:12]([O:14][CH3:15])=[CH:13][N:8]([C:5]2[CH:6]=[CH:7][C:2]([I:1])=[CH:3][C:4]=2[O:23][CH3:24])[N:9]=1)(=[O:18])[CH3:26]. (3) Given the reactants [Cl:1][C:2]1[CH:27]=[CH:26][C:5]2[C:6](=[O:25])[N:7]=[C:8]([C:10]3[N:15]=[C:14]([CH2:16][CH2:17][C:18]([OH:20])=[O:19])[CH:13]=[C:12]([S:21]([CH3:24])(=[O:23])=[O:22])[CH:11]=3)[S:9][C:4]=2[CH:3]=1.[CH2:28]([N:30]([CH2:34][CH3:35])[CH2:31][CH2:32]O)[CH3:29].C1C=CC2N(O)N=NC=2C=1.O.CCN=C=NCCCN(C)C, predict the reaction product. The product is: [Cl:1][C:2]1[CH:27]=[CH:26][C:5]2[C:6](=[O:25])[N:7]=[C:8]([C:10]3[N:15]=[C:14]([CH2:16][CH2:17][C:18]([O:20][CH2:29][CH2:28][N:30]([CH2:34][CH3:35])[CH2:31][CH3:32])=[O:19])[CH:13]=[C:12]([S:21]([CH3:24])(=[O:22])=[O:23])[CH:11]=3)[S:9][C:4]=2[CH:3]=1. (4) Given the reactants [Br:1][C:2]1[CH:10]=[CH:9][C:8]([Cl:11])=[CH:7][C:3]=1[C:4]([OH:6])=[O:5].Cl.[CH3:13]O, predict the reaction product. The product is: [Br:1][C:2]1[CH:10]=[CH:9][C:8]([Cl:11])=[CH:7][C:3]=1[C:4]([O:6][CH3:13])=[O:5].